This data is from Reaction yield outcomes from USPTO patents with 853,638 reactions. The task is: Predict the reaction yield, written as a fraction of the theoretical maximum amount of product (1.0 means a 100% yield; for example, 0.34 means a 34% yield). (1) The reactants are [S:1]1[C:5]2[CH:6]=[CH:7][CH:8]=[CH:9][C:4]=2[N:3]=[C:2]1[S:10][CH2:11][CH2:12][N:13]1[CH2:18][CH2:17][N:16]([CH2:19][C:20]([NH:22][C:23]2[C:24]([CH3:34])=[N:25][C:26]([CH3:33])=[CH:27][C:28]=2[C:29]([F:32])([F:31])[F:30])=[O:21])[CH2:15][CH2:14]1.[ClH:35].N1C=CC=CC=1. The catalyst is C(O)C. The product is [ClH:35].[ClH:35].[S:1]1[C:5]2[CH:6]=[CH:7][CH:8]=[CH:9][C:4]=2[N:3]=[C:2]1[S:10][CH2:11][CH2:12][N:13]1[CH2:14][CH2:15][N:16]([CH2:19][C:20]([NH:22][C:23]2[C:24]([CH3:34])=[N:25][C:26]([CH3:33])=[CH:27][C:28]=2[C:29]([F:32])([F:31])[F:30])=[O:21])[CH2:17][CH2:18]1. The yield is 0.550. (2) The reactants are [CH2:1]([C:3]1[CH:4]=[CH:5][C:6]([CH:9]=[CH2:10])=[N:7][CH:8]=1)[CH3:2].BrN1C(=[O:17])CCC1=O.C([O-])([O-])=O.[K+].[K+].[OH:25][C:26]1[CH:33]=[CH:32][C:29]([CH:30]=[O:31])=[CH:28][CH:27]=1. The catalyst is C(O)(C)(C)C. The product is [CH2:1]([C:3]1[CH:4]=[CH:5][C:6]([CH:9]([OH:17])[CH2:10][O:25][C:26]2[CH:33]=[CH:32][C:29]([CH:30]=[O:31])=[CH:28][CH:27]=2)=[N:7][CH:8]=1)[CH3:2]. The yield is 0.790. (3) The reactants are [H-].[Na+].[CH3:3][C:4]1[CH:9]=[C:8]([CH3:10])[CH:7]=[C:6]([CH3:11])[C:5]=1[OH:12].[CH2:13]([N:20]1[C:28]2[C:27](Cl)=[N:26][C:25]([NH2:30])=[N:24][C:23]=2[CH:22]=[CH:21]1)[C:14]1[CH:19]=[CH:18][CH:17]=[CH:16][CH:15]=1. The catalyst is CN1C(=O)CCC1.O. The product is [CH2:13]([N:20]1[C:28]2[C:27]([O:12][C:5]3[C:6]([CH3:11])=[CH:7][C:8]([CH3:10])=[CH:9][C:4]=3[CH3:3])=[N:26][C:25]([NH2:30])=[N:24][C:23]=2[CH:22]=[CH:21]1)[C:14]1[CH:15]=[CH:16][CH:17]=[CH:18][CH:19]=1. The yield is 0.500.